Task: Regression/Classification. Given a drug SMILES string, predict its absorption, distribution, metabolism, or excretion properties. Task type varies by dataset: regression for continuous measurements (e.g., permeability, clearance, half-life) or binary classification for categorical outcomes (e.g., BBB penetration, CYP inhibition). Dataset: cyp2d6_veith.. Dataset: CYP2D6 inhibition data for predicting drug metabolism from PubChem BioAssay (1) The molecule is COc1ccc(NC(=O)N2CCCC3(CCN(S(C)(=O)=O)CC3)C2)cc1. The result is 0 (non-inhibitor). (2) The molecule is O=C1NC(=O)[C@@](Cc2ccccc2)(c2cccnc2)N1. The result is 0 (non-inhibitor). (3) The compound is CCOC(=O)Nc1ccc(NCc2ccc(F)cc2)nc1N. The result is 1 (inhibitor). (4) The drug is N#C/C(=C\c1ccc(Oc2ccc(C(F)(F)F)cc2[N+](=O)[O-])cc1)c1nc2ccccc2[nH]1. The result is 0 (non-inhibitor). (5) The molecule is CC(C)NC(=O)N1CC[C@@]2(CCCN(C(=O)c3ccncc3)C2)C1. The result is 0 (non-inhibitor).